From a dataset of Reaction yield outcomes from USPTO patents with 853,638 reactions. Predict the reaction yield, written as a fraction of the theoretical maximum amount of product (1.0 means a 100% yield; for example, 0.34 means a 34% yield). (1) The reactants are [Cl:1][C:2]1[CH:3]=[C:4]2[C:9](=[CH:10][C:11]=1[N+:12]([O-])=O)[N:8]=[CH:7][NH:6][C:5]2=[O:15].[NH4+].[Cl-]. The catalyst is CO.O.[Fe]. The product is [Cl:1][C:2]1[CH:3]=[C:4]2[C:9](=[CH:10][C:11]=1[NH2:12])[N:8]=[CH:7][NH:6][C:5]2=[O:15]. The yield is 0.900. (2) The reactants are Br[CH2:2][CH2:3][CH2:4][CH2:5][CH2:6][CH2:7][CH2:8][CH2:9][CH:10]=[CH:11][CH2:12][CH:13]=[CH:14][CH2:15][CH2:16][CH2:17][CH2:18][CH3:19].[C:20]([CH2:22][CH2:23][CH2:24][CH2:25][CH2:26][CH2:27][CH2:28][CH2:29][CH:30]=[CH:31][CH2:32][CH:33]=[CH:34][CH2:35][CH2:36][CH2:37][CH2:38][CH3:39])#N.CC[O:42]CC. The catalyst is II. The product is [CH3:19][CH2:18][CH2:17][CH2:16][CH2:15][CH:14]=[CH:13][CH2:12][CH:11]=[CH:10][CH2:9][CH2:8][CH2:7][CH2:6][CH2:5][CH2:4][CH2:3][CH2:2][C:20](=[O:42])[CH2:22][CH2:23][CH2:24][CH2:25][CH2:26][CH2:27][CH2:28][CH2:29][CH:30]=[CH:31][CH2:32][CH:33]=[CH:34][CH2:35][CH2:36][CH2:37][CH2:38][CH3:39]. The yield is 0.740. (3) The reactants are [C:1]1([CH2:7][NH:8][C:9]([CH:11]([C:17]([O:19]CC)=O)[C:12]([O:14][CH2:15][CH3:16])=[O:13])=[O:10])[CH:6]=[CH:5][CH:4]=[CH:3][CH:2]=1.[H-].[Na+].[Cl:24][C:25]1[CH:30]=[CH:29][C:28]([N:31]=[C:32]=[O:33])=[CH:27][CH:26]=1.Cl. The catalyst is O1CCCC1. The product is [Cl:24][C:25]1[CH:30]=[CH:29][C:28]([N:31]2[C:17]([OH:19])=[C:11]([C:12]([O:14][CH2:15][CH3:16])=[O:13])[C:9](=[O:10])[N:8]([CH2:7][C:1]3[CH:2]=[CH:3][CH:4]=[CH:5][CH:6]=3)[C:32]2=[O:33])=[CH:27][CH:26]=1. The yield is 0.560. (4) The reactants are [NH2:1][C:2]1[N:7]=[CH:6][C:5]([CH:8](C(OCC)=O)[C:9]([O:11][CH2:12][CH3:13])=[O:10])=[CH:4][CH:3]=1.[Cl-].[Li+]. The catalyst is CS(C)=O.O.C(OCC)(=O)C. The product is [NH2:1][C:2]1[N:7]=[CH:6][C:5]([CH2:8][C:9]([O:11][CH2:12][CH3:13])=[O:10])=[CH:4][CH:3]=1. The yield is 0.230.